From a dataset of Catalyst prediction with 721,799 reactions and 888 catalyst types from USPTO. Predict which catalyst facilitates the given reaction. (1) Reactant: [CH:1]([O:4][C:5]([C:7]1[C@@H:8]([C:35]2[CH:40]=[CH:39][CH:38]=[C:37]([N+:41]([O-:43])=[O:42])[CH:36]=2)[C:9]([C:15]([O:17][CH:18]2[CH2:21][N:20]([CH:22]([C:29]3[CH:34]=[CH:33][CH:32]=[CH:31][CH:30]=3)[C:23]3[CH:28]=[CH:27][CH:26]=[CH:25][CH:24]=3)[CH2:19]2)=[O:16])=[C:10]([NH2:14])[NH:11][C:12]=1[CH3:13])=[O:6])([CH3:3])[CH3:2].[BrH:44]. Product: [OH2:4].[OH2:4].[BrH:44].[BrH:44].[CH:1]([O:4][C:5]([C:7]1[C@@H:8]([C:35]2[CH:40]=[CH:39][CH:38]=[C:37]([N+:41]([O-:43])=[O:42])[CH:36]=2)[C:9]([C:15]([O:17][CH:18]2[CH2:19][N:20]([CH:22]([C:29]3[CH:34]=[CH:33][CH:32]=[CH:31][CH:30]=3)[C:23]3[CH:28]=[CH:27][CH:26]=[CH:25][CH:24]=3)[CH2:21]2)=[O:16])=[C:10]([NH2:14])[NH:11][C:12]=1[CH3:13])=[O:6])([CH3:3])[CH3:2]. The catalyst class is: 41. (2) Reactant: FC(F)(F)C(O)=O.[CH:8]1([CH2:11][N:12]2[C@@H:18]([C:19]3[CH:24]=[CH:23][CH:22]=[CH:21][CH:20]=3)[CH2:17][CH2:16][CH2:15][C@@H:14]([NH:25]C(=O)OC(C)(C)C)[C:13]2=[O:33])[CH2:10][CH2:9]1. Product: [NH2:25][C@@H:14]1[CH2:15][CH2:16][CH2:17][C@H:18]([C:19]2[CH:20]=[CH:21][CH:22]=[CH:23][CH:24]=2)[N:12]([CH2:11][CH:8]2[CH2:9][CH2:10]2)[C:13]1=[O:33]. The catalyst class is: 4.